This data is from Reaction yield outcomes from USPTO patents with 853,638 reactions. The task is: Predict the reaction yield, written as a fraction of the theoretical maximum amount of product (1.0 means a 100% yield; for example, 0.34 means a 34% yield). (1) The reactants are [Br:1][C:2]1[CH:3]=[C:4]([C@@H:9]2[CH2:13][NH:12][C:11](=[O:14])[CH2:10]2)[CH:5]=[CH:6][C:7]=1[Cl:8].Cl.[OH-:16].[Na+]. The catalyst is C(#N)C. The product is [NH2:12][CH2:13][C@@H:9]([C:4]1[CH:5]=[CH:6][C:7]([Cl:8])=[C:2]([Br:1])[CH:3]=1)[CH2:10][C:11]([OH:14])=[O:16]. The yield is 0.300. (2) The reactants are [NH2:1][C:2]1[CH:3]=[C:4]2[C:8](=[CH:9][CH:10]=1)[CH2:7][NH:6][CH2:5]2.N1C=CC=CC=1.[Br:17][CH2:18][C:19](Cl)=[O:20]. The catalyst is O1CCCC1. The product is [Br:17][CH2:18][C:19]([NH:1][C:2]1[CH:3]=[C:4]2[C:8](=[CH:9][CH:10]=1)[CH2:7][NH:6][CH2:5]2)=[O:20]. The yield is 0.650.